This data is from Reaction yield outcomes from USPTO patents with 853,638 reactions. The task is: Predict the reaction yield, written as a fraction of the theoretical maximum amount of product (1.0 means a 100% yield; for example, 0.34 means a 34% yield). (1) The reactants are [NH2:1][C:2]1[C:3]2[N:4]([N:23]=[C:24]([C:26]3[O:27][CH:28]=[CH:29][CH:30]=3)[N:25]=2)[CH:5]=[C:6]([C:8]#[C:9][C:10]([CH3:22])([OH:21])[CH2:11][C:12]2[CH:17]=[CH:16][C:15]([N+:18]([O-])=O)=[CH:14][CH:13]=2)[N:7]=1.O.O.Cl[Sn]Cl. The catalyst is CN(C=O)C. The product is [NH2:1][C:2]1[C:3]2[N:4]([N:23]=[C:24]([C:26]3[O:27][CH:28]=[CH:29][CH:30]=3)[N:25]=2)[CH:5]=[C:6]([C:8]#[C:9][C:10]([CH3:22])([OH:21])[CH2:11][C:12]2[CH:13]=[CH:14][C:15]([NH2:18])=[CH:16][CH:17]=2)[N:7]=1. The yield is 0.390. (2) The catalyst is C1COCC1. The yield is 0.780. The product is [C:26]([C:25]1[S:42][C:21]([C:10]2[C:9]([S:31][CH3:32])=[C:8]([C:5]3[CH:6]=[CH:7][C:2]([Cl:1])=[CH:3][CH:4]=3)[N:12]([C:13]3[CH:18]=[CH:17][C:16]([Cl:19])=[CH:15][C:14]=3[Cl:20])[N:11]=2)=[N:23][N:24]=1)([CH3:29])([CH3:28])[CH3:27]. The reactants are [Cl:1][C:2]1[CH:7]=[CH:6][C:5]([C:8]2[N:12]([C:13]3[CH:18]=[CH:17][C:16]([Cl:19])=[CH:15][C:14]=3[Cl:20])[N:11]=[C:10]([C:21]([NH:23][NH:24][C:25](=O)[C:26]([CH3:29])([CH3:28])[CH3:27])=O)[C:9]=2[S:31][CH3:32])=[CH:4][CH:3]=1.COC1C=CC(P2(SP(C3C=CC(OC)=CC=3)(=S)S2)=[S:42])=CC=1. (3) The reactants are [CH3:1][C:2]1[S:6][C:5]([NH2:7])=[N:4][CH:3]=1.[CH3:8][O:9][CH2:10][CH2:11][Br:12]. No catalyst specified. The product is [BrH:12].[CH3:8][O:9][CH2:10][CH2:11][N:4]1[CH:3]=[C:2]([CH3:1])[S:6][C:5]1=[NH:7]. The yield is 0.400. (4) The reactants are [OH-].[Na+].[CH2:3]([OH:21])[CH2:4][O:5][CH2:6][CH2:7][O:8][CH2:9][CH2:10][O:11][CH2:12][CH2:13][O:14][CH2:15][CH2:16][O:17][CH2:18][CH2:19][OH:20].[CH2:22](Cl)[C:23]1[CH:28]=[CH:27][CH:26]=[CH:25][CH:24]=1. The catalyst is O.[Cl-].[Na+].O. The product is [CH2:22]([O:20][CH2:19][CH2:18][O:17][CH2:16][CH2:15][O:14][CH2:13][CH2:12][O:11][CH2:10][CH2:9][O:8][CH2:7][CH2:6][O:5][CH2:4][CH2:3][OH:21])[C:23]1[CH:28]=[CH:27][CH:26]=[CH:25][CH:24]=1. The yield is 0.700. (5) The reactants are [C:1]1([C:7]2([NH2:10])[CH2:9][CH2:8]2)[CH:6]=[CH:5][CH:4]=[CH:3][CH:2]=1.[F:11][C:12]([F:23])([F:22])[C:13](O[C:13](=[O:14])[C:12]([F:23])([F:22])[F:11])=[O:14]. The catalyst is O1CCOCC1. The product is [F:11][C:12]([F:23])([F:22])[C:13]([NH:10][C:7]1([C:1]2[CH:6]=[CH:5][CH:4]=[CH:3][CH:2]=2)[CH2:9][CH2:8]1)=[O:14]. The yield is 0.970. (6) The reactants are [NH2:1][C:2]1[CH:7]=[CH:6][C:5]([OH:8])=[CH:4][CH:3]=1.[Cl:9][C:10]1[C:19]2[C:14](=[CH:15][CH:16]=[CH:17][CH:18]=2)[C:13]([C:20]2[CH:25]=[CH:24][C:23]([O:26][CH3:27])=[CH:22][CH:21]=2)=[N:12][N:11]=1.C(O)(CC)C. The catalyst is C(OCC)C. The product is [ClH:9].[CH3:27][O:26][C:23]1[CH:22]=[CH:21][C:20]([C:13]2[C:14]3[C:19](=[CH:18][CH:17]=[CH:16][CH:15]=3)[C:10]([NH:1][C:2]3[CH:7]=[CH:6][C:5]([OH:8])=[CH:4][CH:3]=3)=[N:11][N:12]=2)=[CH:25][CH:24]=1. The yield is 1.00. (7) The reactants are [C:1]([O-:4])([O-])=[O:2].[K+].[K+].[C:7]1([CH3:19])[CH:12]=CC(S(N=[N+]=[N-])(=O)=O)=[CH:9][CH:8]=1.O=[C:21]([CH3:29])[CH2:22]P(=O)(OC)OC.[CH3:30]C#N. The catalyst is CO. The product is [CH3:30][O:4][C:1]([C@H:21]1[CH2:29][CH2:19][C@H:7]([C:8]#[CH:9])[CH2:12][CH2:22]1)=[O:2]. The yield is 0.380. (8) The reactants are [C:1]1([CH2:7][O:8][C:9]([C:11]2([NH2:17])[CH2:16][CH2:15][CH2:14][CH2:13][CH2:12]2)=[O:10])[CH:6]=[CH:5][CH:4]=[CH:3][CH:2]=1.[C:18](OC(OC(C)(C)C)=O)(OC(C)(C)C)=[O:19].C(N(CC)CC)C.[NH:40]1[CH2:45][CH2:44][CH2:43][CH2:42][C:41]1=[O:46]. The catalyst is C1(C)C=CC=CC=1.C(OCC)(=O)C. The product is [C:1]1([CH2:7][O:8][C:9]([C:11]2([NH:17][C:18]([N:40]3[CH2:45][CH2:44][CH2:43][CH2:42][C:41]3=[O:46])=[O:19])[CH2:12][CH2:13][CH2:14][CH2:15][CH2:16]2)=[O:10])[CH:2]=[CH:3][CH:4]=[CH:5][CH:6]=1. The yield is 0.760. (9) The reactants are [C:1]([O:10]C)(=O)[C:2]1[C:3](=[CH:5][CH:6]=[CH:7][CH:8]=1)[SH:4].[C:12]([C:14]1[CH:19]=[CH:18][CH:17]=[C:16]([S:20][CH2:21][CH2:22][CH2:23][CH2:24][CH3:25])[N:15]=1)#[N:13].C(N(CC)CC)C. The catalyst is C1(C)C=CC=CC=1. The product is [CH2:21]([S:20][C:16]1[N:15]=[C:14]([C:12]2[S:4][C:3]3[CH:5]=[CH:6][CH:7]=[CH:8][C:2]=3[C:1](=[O:10])[N:13]=2)[CH:19]=[CH:18][CH:17]=1)[CH2:22][CH2:23][CH2:24][CH3:25]. The yield is 0.440. (10) The reactants are [CH3:1][O:2][C:3](=[O:22])[C:4]1[CH:9]=[C:8]([O:10][CH:11]([CH3:13])[CH3:12])[CH:7]=[C:6]([O:14][C:15]2[CH:20]=[CH:19][C:18](Br)=[CH:17][CH:16]=2)[CH:5]=1.[P:23]([O-:32])([O:28][CH:29]([CH3:31])[CH3:30])[O:24][CH:25]([CH3:27])[CH3:26].C([SiH](CC)CC)C.CCN(CC)CC. The catalyst is C1(C)C=CC=CC=1.C1C=CC([PH+]([C]2[CH][CH][CH][CH]2)C2C=CC=CC=2)=CC=1.C1C=CC([PH+]([C]2[CH][CH][CH][CH]2)C2C=CC=CC=2)=CC=1.C(Cl)Cl.Cl[Pd]Cl.[Fe].C(Cl)Cl. The product is [CH3:1][O:2][C:3](=[O:22])[C:4]1[CH:9]=[C:8]([O:10][CH:11]([CH3:13])[CH3:12])[CH:7]=[C:6]([O:14][C:15]2[CH:20]=[CH:19][C:18]([P:23]([O:28][CH:29]([CH3:31])[CH3:30])([O:24][CH:25]([CH3:27])[CH3:26])=[O:32])=[CH:17][CH:16]=2)[CH:5]=1. The yield is 0.650.